This data is from Forward reaction prediction with 1.9M reactions from USPTO patents (1976-2016). The task is: Predict the product of the given reaction. (1) Given the reactants [CH2:1]([S:4]([N:7]1[CH2:12][CH2:11][N:10]([CH2:13][C:14]2[CH:19]=[CH:18][C:17]([NH:20][C:21]([C:23]3[CH:28]=[CH:27][C:26]([C:29]4[CH:34]=[C:33]([NH2:35])[CH:32]=[CH:31][C:30]=4[O:36][C:37]([F:40])([F:39])[F:38])=[CH:25][CH:24]=3)=[O:22])=[CH:16][CH:15]=2)[CH2:9][CH2:8]1)(=[O:6])=[O:5])[CH2:2][CH3:3].C(N(CC)C(C)C)(C)C.[CH:50]1([C:53](Cl)=[O:54])[CH2:52][CH2:51]1, predict the reaction product. The product is: [CH2:1]([S:4]([N:7]1[CH2:12][CH2:11][N:10]([CH2:13][C:14]2[CH:19]=[CH:18][C:17]([NH:20][C:21]([C:23]3[CH:28]=[CH:27][C:26]([C:29]4[CH:34]=[C:33]([NH:35][C:53]([CH:50]5[CH2:52][CH2:51]5)=[O:54])[CH:32]=[CH:31][C:30]=4[O:36][C:37]([F:39])([F:40])[F:38])=[CH:25][CH:24]=3)=[O:22])=[CH:16][CH:15]=2)[CH2:9][CH2:8]1)(=[O:5])=[O:6])[CH2:2][CH3:3]. (2) Given the reactants O=C[C@@H]([C@H]([C@@H]([C@@H](CO)O)O)O)O.[OH-].[Na+].C([O:17][C:18](=[O:36])[CH2:19][CH2:20][CH2:21][CH2:22][CH2:23]CCCCCCCCCCCC)C.[C:37](O)(=O)[CH2:38][CH2:39][CH2:40][CH2:41][CH2:42][CH2:43][CH2:44][CH2:45][CH2:46][CH2:47][C:48]([OH:50])=[O:49], predict the reaction product. The product is: [C:18]([OH:36])(=[O:17])[CH2:19][CH2:20][CH2:21][CH2:22][CH2:23][CH2:37][CH2:38][CH2:39][CH2:40][CH2:41][CH2:42][CH2:43][CH2:44][CH2:45][CH2:46][CH2:47][C:48]([OH:50])=[O:49]. (3) Given the reactants [F:1][C:2]1[CH:7]=[C:6]([C:8]([F:11])([F:10])[F:9])[CH:5]=[CH:4][C:3]=1[C:12]1[N:17]=[CH:16][N:15]=[C:14]([NH:18][C:19]2[CH:24]=[CH:23][C:22]([O:25][CH3:26])=[CH:21][CH:20]=2)[C:13]=1[N+:27]([O-])=O, predict the reaction product. The product is: [F:1][C:2]1[CH:7]=[C:6]([C:8]([F:9])([F:10])[F:11])[CH:5]=[CH:4][C:3]=1[C:12]1[N:17]=[CH:16][N:15]=[C:14]([NH:18][C:19]2[CH:24]=[CH:23][C:22]([O:25][CH3:26])=[CH:21][CH:20]=2)[C:13]=1[NH2:27].